Dataset: Catalyst prediction with 721,799 reactions and 888 catalyst types from USPTO. Task: Predict which catalyst facilitates the given reaction. (1) Reactant: [O:1]1[CH:5]=[CH:4][N:3]=[C:2]1[CH:6]([C:12]1[CH:17]=[CH:16][C:15]([O:18]C2CCCCO2)=[CH:14][CH:13]=1)[CH2:7][C:8]([O:10][CH3:11])=[O:9].O.C1(C)C=CC(S(O)(=O)=O)=CC=1. Product: [OH:18][C:15]1[CH:16]=[CH:17][C:12]([CH:6]([C:2]2[O:1][CH:5]=[CH:4][N:3]=2)[CH2:7][C:8]([O:10][CH3:11])=[O:9])=[CH:13][CH:14]=1. The catalyst class is: 5. (2) Reactant: FC(F)(F)C(O)=O.C(OC(=O)[NH:14][CH:15]([CH2:40][C:41]1[CH:46]=[CH:45][C:44]([Cl:47])=[CH:43][CH:42]=1)[C:16](=[O:39])[N:17]1[CH2:22][CH2:21][N:20]([C:23]2[C:32]3[C:27](=[CH:28][CH:29]=[C:30]([C:33]4[CH:38]=[CH:37][CH:36]=[CH:35][CH:34]=4)[CH:31]=3)[N:26]=[CH:25][N:24]=2)[CH2:19][CH2:18]1)(C)(C)C. Product: [NH2:14][CH:15]([CH2:40][C:41]1[CH:42]=[CH:43][C:44]([Cl:47])=[CH:45][CH:46]=1)[C:16]([N:17]1[CH2:22][CH2:21][N:20]([C:23]2[C:32]3[C:27](=[CH:28][CH:29]=[C:30]([C:33]4[CH:38]=[CH:37][CH:36]=[CH:35][CH:34]=4)[CH:31]=3)[N:26]=[CH:25][N:24]=2)[CH2:19][CH2:18]1)=[O:39]. The catalyst class is: 2. (3) Reactant: [Cl:1][C:2]1[CH:33]=[CH:32][C:5]([CH2:6][N:7]2[C:15]3[C:10](=[CH:11][C:12]([CH:16]=[C:17]4[S:21][C:20]([N:22]([C@H:24]5[CH2:29][CH2:28][NH:27][CH2:26][C@H:25]5[F:30])[CH3:23])=[N:19][C:18]4=[O:31])=[CH:13][CH:14]=3)[CH:9]=[N:8]2)=[C:4]([C:34]([F:37])([F:36])[F:35])[CH:3]=1.C(=O)([O-])[O-].[K+].[K+].Br[CH2:45][C:46]([NH2:48])=[O:47]. Product: [Cl:1][C:2]1[CH:33]=[CH:32][C:5]([CH2:6][N:7]2[C:15]3[C:10](=[CH:11][C:12]([CH:16]=[C:17]4[S:21][C:20]([N:22]([CH3:23])[C@H:24]5[CH2:29][CH2:28][N:27]([CH2:45][C:46]([NH2:48])=[O:47])[CH2:26][C@H:25]5[F:30])=[N:19][C:18]4=[O:31])=[CH:13][CH:14]=3)[CH:9]=[N:8]2)=[C:4]([C:34]([F:36])([F:37])[F:35])[CH:3]=1. The catalyst class is: 3. (4) Reactant: CC(OI1(OC(C)=O)(OC(C)=O)OC(=O)C2C=CC=CC1=2)=O.[Cl:23][C:24]1[CH:25]=[CH:26][C:27]([O:47][CH2:48][C:49]2[CH:54]=[CH:53][CH:52]=[CH:51][CH:50]=2)=[C:28]([CH2:30][C:31]2[S:32][CH:33]=[C:34]([C:36]3[NH:40][C:39]4[CH:41]=[CH:42][CH:43]=[C:44]([CH2:45][OH:46])[C:38]=4[N:37]=3)[N:35]=2)[CH:29]=1.C(=O)([O-])O.[Na+].S([O-])([O-])(=O)=S.[Na+].[Na+]. Product: [Cl:23][C:24]1[CH:25]=[CH:26][C:27]([O:47][CH2:48][C:49]2[CH:50]=[CH:51][CH:52]=[CH:53][CH:54]=2)=[C:28]([CH2:30][C:31]2[S:32][CH:33]=[C:34]([C:36]3[NH:40][C:39]4[CH:41]=[CH:42][CH:43]=[C:44]([CH:45]=[O:46])[C:38]=4[N:37]=3)[N:35]=2)[CH:29]=1. The catalyst class is: 4. (5) Product: [CH2:1]([CH:3]1[CH2:4][CH:5]([N:7]2[CH:11]=[C:10]([CH:12]=[O:13])[N:9]=[CH:8]2)[CH2:6]1)[CH3:2]. Reactant: [CH2:1]([CH:3]1[CH2:6][CH:5]([N:7]2[CH:11]=[C:10]([CH2:12][OH:13])[N:9]=[CH:8]2)[CH2:4]1)[CH3:2].C(=O)(O)[O-].[Na+].II.S([O-])([O-])(=O)=S.[Na+].[Na+]. The catalyst class is: 93. (6) Reactant: [N:1]1[CH:6]=[C:5]([C@@H:7]2[CH2:12][CH2:11][CH2:10][N:8]2[CH3:9])[CH:4]=[CH:3][CH:2]=1.[Br:13][CH2:14][CH2:15][CH2:16]/[CH:17]=[CH:18]\[CH2:19][CH2:20][CH2:21][CH2:22][CH3:23]. Product: [BrH:13].[Br-:13].[CH2:14]([N+:1]1[CH:2]=[CH:3][CH:4]=[C:5]([C@@H:7]2[CH2:12][CH2:11][CH2:10][N:8]2[CH3:9])[CH:6]=1)[CH2:15][CH2:16]/[CH:17]=[CH:18]\[CH2:19][CH2:20][CH2:21][CH2:22][CH3:23]. The catalyst class is: 52. (7) Reactant: [C:1]([N:4]1[C:13]2[C:8](=[CH:9][C:10]([C:14]3[CH:19]=[CH:18][C:17]([C:20](=[O:27])[NH:21][CH2:22][CH2:23][N:24]([CH3:26])[CH3:25])=[CH:16][CH:15]=3)=[CH:11][CH:12]=2)[C@H:7]([NH:28]C(=O)OC(C)(C)C)[CH2:6][C@@H:5]1[CH3:36])(=[O:3])[CH3:2].F[P-](F)(F)(F)(F)F.Cl. Product: [C:1]([N:4]1[C:13]2[C:8](=[CH:9][C:10]([C:14]3[CH:19]=[CH:18][C:17]([C:20]([NH:21][CH2:22][CH2:23][N:24]([CH3:25])[CH3:26])=[O:27])=[CH:16][CH:15]=3)=[CH:11][CH:12]=2)[C@H:7]([NH2:28])[CH2:6][C@@H:5]1[CH3:36])(=[O:3])[CH3:2]. The catalyst class is: 12.